This data is from Forward reaction prediction with 1.9M reactions from USPTO patents (1976-2016). The task is: Predict the product of the given reaction. (1) Given the reactants [N:1]1[CH:6]=[CH:5][CH:4]=[CH:3][C:2]=1[C:7]1[CH:8]=[N:9][NH:10][C:11]=1[NH2:12].[CH3:13][O:14][C:15]1[CH:16]=[C:17]([C:23](=O)[CH2:24][C:25](OCC)=[O:26])[CH:18]=[C:19]([O:21][CH3:22])[CH:20]=1, predict the reaction product. The product is: [CH3:22][O:21][C:19]1[CH:18]=[C:17]([C:23]2[NH:12][C:11]3[N:10]([N:9]=[CH:8][C:7]=3[C:2]3[CH:3]=[CH:4][CH:5]=[CH:6][N:1]=3)[C:25](=[O:26])[CH:24]=2)[CH:16]=[C:15]([O:14][CH3:13])[CH:20]=1. (2) Given the reactants [CH2:1]([N:8]1[C:16]2[C:11](=[C:12]([O:21][CH3:22])[CH:13]=[C:14]3[CH:20]=[CH:19][CH:18]=[CH:17][C:15]3=2)[CH:10]=[C:9]1[CH2:23][CH3:24])[C:2]1[CH:7]=[CH:6][CH:5]=[CH:4][CH:3]=1.[C:25]([C:28]1[N:29](CC2C=CC=CC=2)C2C(C=1)=C(OC)C=C1C=CC=CC=21)(=[O:27])C.[C:50]([O:53][CH2:54]C)(=[O:52])C.C([OH:58])C, predict the reaction product. The product is: [OH2:21].[CH3:54][O:53][C:50](=[O:52])[CH2:22][O:21][C:12]1[CH:13]=[C:14]2[CH:20]=[CH:19][CH:18]=[CH:17][C:15]2=[C:16]2[C:11]=1[C:10]([C:25](=[O:27])[C:28]([NH2:29])=[O:58])=[C:9]([CH2:23][CH3:24])[N:8]2[CH2:1][C:2]1[CH:3]=[CH:4][CH:5]=[CH:6][CH:7]=1.[NH2:29][C:28](=[O:58])[C:25]([C:10]1[C:11]2[C:16](=[C:15]3[CH:17]=[CH:18][CH:19]=[CH:20][C:14]3=[CH:13][C:12]=2[O:21][CH2:22][C:50]([O:53][CH3:54])=[O:52])[N:8]([CH2:1][C:2]2[CH:3]=[CH:4][CH:5]=[CH:6][CH:7]=2)[C:9]=1[CH2:23][CH3:24])=[O:27]. (3) The product is: [NH2:1][CH2:4][C@@H:5]1[O:9][C:8](=[O:10])[N:7]([C:11]2[CH:16]=[CH:15][C:14]([Cl:17])=[CH:13][N:12]=2)[CH2:6]1. Given the reactants [N:1]([CH2:4][C@@H:5]1[O:9][C:8](=[O:10])[N:7]([C:11]2[CH:16]=[CH:15][C:14]([Cl:17])=[CH:13][N:12]=2)[CH2:6]1)=[N+]=[N-].C1(P(C2C=CC=CC=2)C2C=CC=CC=2)C=CC=CC=1, predict the reaction product.